Dataset: Forward reaction prediction with 1.9M reactions from USPTO patents (1976-2016). Task: Predict the product of the given reaction. (1) Given the reactants [CH2:1]([O:4][C:5](=[O:19])[CH2:6][C:7]1[CH:8]=[C:9]([CH:15]=[CH:16][C:17]=1[OH:18])[C:10]([O:12][CH2:13][CH3:14])=[O:11])[CH:2]=[CH2:3].Br[CH2:21][CH2:22][CH2:23][C:24]1[CH:29]=[CH:28][C:27]([O:30][CH2:31][CH2:32][CH2:33][CH2:34][O:35][C:36]2[CH:41]=[CH:40][CH:39]=[CH:38][CH:37]=2)=[CH:26][CH:25]=1.C(=O)([O-])[O-].[K+].[K+].Cl, predict the reaction product. The product is: [CH2:1]([O:4][C:5](=[O:19])[CH2:6][C:7]1[CH:8]=[C:9]([CH:15]=[CH:16][C:17]=1[O:18][CH2:21][CH2:22][CH2:23][C:24]1[CH:29]=[CH:28][C:27]([O:30][CH2:31][CH2:32][CH2:33][CH2:34][O:35][C:36]2[CH:37]=[CH:38][CH:39]=[CH:40][CH:41]=2)=[CH:26][CH:25]=1)[C:10]([O:12][CH2:13][CH3:14])=[O:11])[CH:2]=[CH2:3]. (2) The product is: [Cl:28][C:29]1[CH:34]=[CH:33][C:32]([C:2]2[C:3]([O:22][CH2:23][C:24]([F:25])([F:26])[F:27])=[N:4][C:5]([C:18]([F:21])([F:20])[F:19])=[C:6]([CH:17]=2)[C:7]([NH:9][CH2:10][C:11]([CH:14]2[CH2:16][CH2:15]2)([OH:13])[CH3:12])=[O:8])=[CH:31][CH:30]=1. Given the reactants Br[C:2]1[C:3]([O:22][CH2:23][C:24]([F:27])([F:26])[F:25])=[N:4][C:5]([C:18]([F:21])([F:20])[F:19])=[C:6]([CH:17]=1)[C:7]([NH:9][CH2:10][C:11]([CH:14]1[CH2:16][CH2:15]1)([OH:13])[CH3:12])=[O:8].[Cl:28][C:29]1[CH:34]=[CH:33][C:32](B(O)O)=[CH:31][CH:30]=1.C(=O)([O-])[O-].[Na+].[Na+].O, predict the reaction product. (3) Given the reactants [CH3:1][O:2][C:3]1[C:8](/[CH:9]=[CH:10]/[C:11]2[CH:16]=[CH:15][C:14]([N+:17]([O-])=O)=[CH:13][CH:12]=2)=[CH:7][C:6]([C:20]2[C:21](=[O:26])[NH:22][CH:23]=[CH:24][CH:25]=2)=[CH:5][C:4]=1[C:27]1([CH3:30])[CH2:29][CH2:28]1, predict the reaction product. The product is: [NH2:17][C:14]1[CH:15]=[CH:16][C:11]([CH2:10][CH2:9][C:8]2[CH:7]=[C:6]([C:20]3[C:21](=[O:26])[NH:22][CH:23]=[CH:24][CH:25]=3)[CH:5]=[C:4]([C:27]3([CH3:30])[CH2:29][CH2:28]3)[C:3]=2[O:2][CH3:1])=[CH:12][CH:13]=1. (4) Given the reactants [F:1][C:2]1[CH:3]=[C:4]([C:11]2[N:15]3[N:16]=[CH:17][CH:18]=[CH:19][C:14]3=[N:13][C:12]=2[C:20]([O:22]CC)=[O:21])[CH:5]=[C:6]([F:10])[C:7]=1[O:8][CH3:9].[OH-].[Li+], predict the reaction product. The product is: [F:1][C:2]1[CH:3]=[C:4]([C:11]2[N:15]3[N:16]=[CH:17][CH:18]=[CH:19][C:14]3=[N:13][C:12]=2[C:20]([OH:22])=[O:21])[CH:5]=[C:6]([F:10])[C:7]=1[O:8][CH3:9].